Predict the product of the given reaction. From a dataset of Forward reaction prediction with 1.9M reactions from USPTO patents (1976-2016). (1) The product is: [CH3:14][N:13]1[C:9]([CH2:8][OH:7])=[C:10]([CH2:15][O:16][C:17]2[C:26]3[C:21](=[CH:22][CH:23]=[CH:24][CH:25]=3)[C:20]3=[N:27][N:28]=[C:29]([C:30]4[CH:34]=[C:33]([CH3:35])[O:32][N:31]=4)[N:19]3[N:18]=2)[N:11]=[N:12]1. Given the reactants [F-].CC([Si](C1C=CC=CC=1)(C1C=CC=CC=1)[O:7][CH2:8][C:9]1[N:13]([CH3:14])[N:12]=[N:11][C:10]=1[CH2:15][O:16][C:17]1[C:26]2[C:21](=[CH:22][CH:23]=[CH:24][CH:25]=2)[C:20]2=[N:27][N:28]=[C:29]([C:30]3[CH:34]=[C:33]([CH3:35])[O:32][N:31]=3)[N:19]2[N:18]=1)(C)C.O, predict the reaction product. (2) Given the reactants C(O[C:6](=[O:25])[NH:7][C:8]1[S:9][C:10]2[C:16]([C:17]3[CH:22]=[CH:21][CH:20]=[CH:19][CH:18]=3)=[CH:15][CH:14]=[C:13]([O:23][CH3:24])[C:11]=2[N:12]=1)(C)(C)C.[NH2:26][CH2:27][CH2:28][N:29]1[CH2:34][CH2:33][O:32][CH2:31][CH2:30]1, predict the reaction product. The product is: [CH3:24][O:23][C:13]1[C:11]2[N:12]=[C:8]([NH:7][C:6]([NH:26][CH2:27][CH2:28][N:29]3[CH2:34][CH2:33][O:32][CH2:31][CH2:30]3)=[O:25])[S:9][C:10]=2[C:16]([C:17]2[CH:22]=[CH:21][CH:20]=[CH:19][CH:18]=2)=[CH:15][CH:14]=1. (3) Given the reactants [Br:1][C:2]1[C:3]([N:12]2[CH2:17][CH2:16][N:15]([CH2:18][C:19]3[N:20]([CH3:24])[CH:21]=[CH:22][N:23]=3)[CH2:14][CH2:13]2)=[C:4]([N+:9]([O-])=O)[C:5]([NH2:8])=[N:6][CH:7]=1.[O:25]1[CH2:30][CH2:29][N:28]([CH2:31][C:32]2[CH:39]=[CH:38][C:35]([CH:36]=O)=[CH:34][CH:33]=2)[CH2:27][CH2:26]1.[O-]S(S([O-])=O)=O.[Na+].[Na+], predict the reaction product. The product is: [Br:1][C:2]1[C:3]([N:12]2[CH2:17][CH2:16][N:15]([CH2:18][C:19]3[N:20]([CH3:24])[CH:21]=[CH:22][N:23]=3)[CH2:14][CH2:13]2)=[C:4]2[N:9]=[C:36]([C:35]3[CH:34]=[CH:33][C:32]([CH2:31][N:28]4[CH2:29][CH2:30][O:25][CH2:26][CH2:27]4)=[CH:39][CH:38]=3)[NH:8][C:5]2=[N:6][CH:7]=1. (4) Given the reactants [F:1][C:2]1[CH:3]=[CH:4][CH:5]=[C:6]2[C:11]=1[CH2:10][O:9][CH2:8][C:7]2=O.FC1C=CC=C2C=1OCCC2[NH2:24], predict the reaction product. The product is: [F:1][C:2]1[CH:3]=[CH:4][CH:5]=[C:6]2[C:11]=1[CH2:10][O:9][CH2:8][CH:7]2[NH2:24].